This data is from Reaction yield outcomes from USPTO patents with 853,638 reactions. The task is: Predict the reaction yield, written as a fraction of the theoretical maximum amount of product (1.0 means a 100% yield; for example, 0.34 means a 34% yield). The reactants are [CH3:1][C:2]([O-])([CH3:4])[CH3:3].[K+].[OH2:7].[Li+].[I-].[I-].[CH3:11]N(C)C(=[NH2+])N(C)C.[C:19]([C:22]1[CH:27]=[CH:26][CH:25]=[CH:24][CH:23]=1)(=[O:21])[CH3:20]. The catalyst is C1COCC1. The product is [OH:7][CH:1]([C:2]([CH3:4])([CH3:11])[CH3:3])[CH2:20][C:19]([C:22]1[CH:27]=[CH:26][CH:25]=[CH:24][CH:23]=1)=[O:21]. The yield is 0.740.